Dataset: Full USPTO retrosynthesis dataset with 1.9M reactions from patents (1976-2016). Task: Predict the reactants needed to synthesize the given product. (1) Given the product [CH3:7][C:8]1[C:9]([CH2:10][OH:11])=[C:15]([C:20]2[CH:25]=[CH:24][CH:23]=[CH:22][CH:21]=2)[CH:16]=[C:17]([CH3:19])[N:18]=1, predict the reactants needed to synthesize it. The reactants are: [H-].[H-].[H-].[H-].[Li+].[Al+3].[CH3:7][C:8]1[N:18]=[C:17]([CH3:19])[CH:16]=[C:15]([C:20]2[CH:25]=[CH:24][CH:23]=[CH:22][CH:21]=2)[C:9]=1[C:10](OCC)=[O:11].O.[OH-].[Na+]. (2) Given the product [CH3:11][O:10][C:9]1[CH:8]=[C:7]2[C:5](=[CH:4][C:3]=1[O:2][CH3:1])[N:6]=[CH:12][CH:13]=[C:15]2[CH3:16], predict the reactants needed to synthesize it. The reactants are: [CH3:1][O:2][C:3]1[CH:4]=[C:5]([CH:7]=[CH:8][C:9]=1[O:10][CH3:11])[NH2:6].[CH3:12][C:13]([CH:15]=[CH2:16])=O.